This data is from Full USPTO retrosynthesis dataset with 1.9M reactions from patents (1976-2016). The task is: Predict the reactants needed to synthesize the given product. (1) The reactants are: [C:1](N1C=CN=C1)(=[O:3])[CH3:2].[F:9][C:10]([F:32])([F:31])[O:11][C:12]1[CH:17]=[CH:16][C:15]([N:18]2[C:22]3[CH:23]=[C:24]([C:27]([NH:29][NH2:30])=[O:28])[CH:25]=[CH:26][C:21]=3[N:20]=[CH:19]2)=[CH:14][CH:13]=1. Given the product [C:1]([NH:30][NH:29][C:27]([C:24]1[CH:25]=[CH:26][C:21]2[N:20]=[CH:19][N:18]([C:15]3[CH:14]=[CH:13][C:12]([O:11][C:10]([F:9])([F:31])[F:32])=[CH:17][CH:16]=3)[C:22]=2[CH:23]=1)=[O:28])(=[O:3])[CH3:2], predict the reactants needed to synthesize it. (2) Given the product [Br:21][C:10]1[C:4]2[C:5](=[N:6][CH:7]=[C:2]([CH3:1])[CH:3]=2)[N:8]([S:11]([C:14]2[CH:20]=[CH:19][C:17]([CH3:18])=[CH:16][CH:15]=2)(=[O:13])=[O:12])[CH:9]=1, predict the reactants needed to synthesize it. The reactants are: [CH3:1][C:2]1[CH:3]=[C:4]2[CH:10]=[CH:9][N:8]([S:11]([C:14]3[CH:20]=[CH:19][C:17]([CH3:18])=[CH:16][CH:15]=3)(=[O:13])=[O:12])[C:5]2=[N:6][CH:7]=1.[Br:21]Br. (3) Given the product [Cl:1][C:2]1[CH:3]=[C:4]([CH:42]=[CH:43][CH:44]=1)[C:5]([O:7][C@@H:8]1[C@@H:11]([CH2:12][C:13]2[CH:18]=[CH:17][N:16]=[C:15]([N:19]([C:27]([O:29][C:30]([CH3:32])([CH3:31])[CH3:33])=[O:28])[C:20]([O:22][C:23]([CH3:26])([CH3:25])[CH3:24])=[O:21])[CH:14]=2)[C:10](=[O:34])[NH:9]1)=[O:6], predict the reactants needed to synthesize it. The reactants are: [Cl:1][C:2]1[CH:3]=[C:4]([CH:42]=[CH:43][CH:44]=1)[C:5]([O:7][C@@H:8]1[C@@H:11]([CH2:12][C:13]2[CH:18]=[CH:17][N:16]=[C:15]([N:19]([C:27]([O:29][C:30]([CH3:33])([CH3:32])[CH3:31])=[O:28])[C:20]([O:22][C:23]([CH3:26])([CH3:25])[CH3:24])=[O:21])[CH:14]=2)[C:10](=[O:34])[N:9]1[Si](C(C)(C)C)(C)C)=[O:6].CO.C(O)(=O)C.[F-].[NH4+].